This data is from Reaction yield outcomes from USPTO patents with 853,638 reactions. The task is: Predict the reaction yield, written as a fraction of the theoretical maximum amount of product (1.0 means a 100% yield; for example, 0.34 means a 34% yield). (1) The reactants are COC(=O)CC1C=CC(CBr)=CC=1.[CH3:14][O:15][C:16](=[O:47])[CH2:17][C:18]1[CH:23]=[CH:22][C:21]([CH2:24][N:25]2[CH:29]=[C:28]([C:30]3[CH:35]=[CH:34][C:33]([Cl:36])=[CH:32][C:31]=3[Cl:37])[N:27]=[C:26]2/[CH:38]=[CH:39]/[C:40]2[CH:45]=[CH:44][C:43](Br)=[CH:42][CH:41]=2)=[CH:20][CH:19]=1.[F:48][C:49]([F:60])([F:59])[C:50]1[CH:51]=[C:52](B(O)O)[CH:53]=[CH:54][CH:55]=1. No catalyst specified. The product is [CH3:14][O:15][C:16](=[O:47])[CH2:17][C:18]1[CH:23]=[CH:22][C:21]([CH2:24][N:25]2[CH:29]=[C:28]([C:30]3[CH:35]=[CH:34][C:33]([Cl:36])=[CH:32][C:31]=3[Cl:37])[N:27]=[C:26]2/[CH:38]=[CH:39]/[C:40]2[CH:45]=[CH:44][C:43]([C:54]3[CH:53]=[CH:52][CH:51]=[C:50]([C:49]([F:60])([F:59])[F:48])[CH:55]=3)=[CH:42][CH:41]=2)=[CH:20][CH:19]=1. The yield is 0.510. (2) No catalyst specified. The yield is 0.270. The product is [F:23][C:18]1[CH:19]=[CH:20][C:21]2[C:16]([CH:17]=1)=[N:15][N:14]([CH2:10][CH2:11][C:12]#[C:13][C:2]1[CH:7]=[CH:6][CH:5]=[C:4]([CH2:8][F:9])[N:3]=1)[CH:22]=2. The reactants are Br[C:2]1[CH:7]=[CH:6][CH:5]=[C:4]([CH2:8][F:9])[N:3]=1.[CH2:10]([N:14]1[CH:22]=[C:21]2[C:16]([CH:17]=[C:18]([F:23])[CH:19]=[CH:20]2)=[N:15]1)[CH2:11][C:12]#[CH:13]. (3) The reactants are [C:1]([NH:13][C@H:14]([C:18]([OH:20])=O)[CH:15]([CH3:17])[CH3:16])(=[O:12])[C:2]1[CH:11]=[CH:10][C:9]2[C:4](=[CH:5][CH:6]=[CH:7][CH:8]=2)[N:3]=1.[CH:21]([N:24]([CH2:33][C@@H:34]([OH:44])[C@@H:35]([NH2:43])[CH2:36][C:37]1[CH:42]=[CH:41][CH:40]=[CH:39][CH:38]=1)[NH:25][C:26]([O:28][C:29]([CH3:32])([CH3:31])[CH3:30])=[O:27])([CH3:23])[CH3:22].ON1C2C=CC=CC=2N=N1.CI.CN(C)CCCN=C=NCC. The catalyst is CN(C=O)C.C(OCC)(=O)C. The product is [CH:21]([N:24]([CH2:33][C@@H:34]([OH:44])[C@@H:35]([NH:43][C:18](=[O:20])[C@H:14]([CH:15]([CH3:16])[CH3:17])[NH:13][C:1](=[O:12])[C:2]1[CH:11]=[CH:10][C:9]2[C:4](=[CH:5][CH:6]=[CH:7][CH:8]=2)[N:3]=1)[CH2:36][C:37]1[CH:38]=[CH:39][CH:40]=[CH:41][CH:42]=1)[NH:25][C:26]([O:28][C:29]([CH3:32])([CH3:30])[CH3:31])=[O:27])([CH3:23])[CH3:22]. The yield is 0.650. (4) The reactants are [C:1]([O:5][C:6]([NH:8][C:9]1[S:10][CH:11]=[C:12]([C:14](=O)[C:15]([NH:17][C@H:18]2[C@@H:21]([CH2:22][N:23]3[CH2:27][CH2:26][O:25][C:24]3=[O:28])[N:20]([S:29]([OH:32])(=[O:31])=[O:30])[C:19]2=[O:33])=[O:16])[N:13]=1)=[O:7])([CH3:4])([CH3:3])[CH3:2].[NH2:35][O:36][C@H:37]([C:62]([O:64][CH:65]([C:72]1[CH:77]=[CH:76][CH:75]=[CH:74][CH:73]=1)[C:66]1[CH:71]=[CH:70][CH:69]=[CH:68][CH:67]=1)=[O:63])[CH2:38][O:39][C:40]1[CH:61]=[CH:60][C:43]([C:44](=[NH:59])[NH:45][CH:46]2[CH2:51][CH2:50][N:49]([C:52]([O:54][C:55]([CH3:58])([CH3:57])[CH3:56])=[O:53])[CH2:48][CH2:47]2)=[CH:42][CH:41]=1.CC(O)=O. The catalyst is C(Cl)(Cl)Cl.CCO. The product is [CH:65]([O:64][C:62](=[O:63])[C@@H:37]([O:36]/[N:35]=[C:14](/[C:12]1[N:13]=[C:9]([NH:8][C:6]([O:5][C:1]([CH3:3])([CH3:4])[CH3:2])=[O:7])[S:10][CH:11]=1)\[C:15]([NH:17][C@H:18]1[C@@H:21]([CH2:22][N:23]2[CH2:27][CH2:26][O:25][C:24]2=[O:28])[N:20]([S:29]([OH:32])(=[O:30])=[O:31])[C:19]1=[O:33])=[O:16])[CH2:38][O:39][C:40]1[CH:61]=[CH:60][C:43]([C:44](=[NH:59])[NH:45][CH:46]2[CH2:51][CH2:50][N:49]([C:52]([O:54][C:55]([CH3:56])([CH3:57])[CH3:58])=[O:53])[CH2:48][CH2:47]2)=[CH:42][CH:41]=1)([C:66]1[CH:71]=[CH:70][CH:69]=[CH:68][CH:67]=1)[C:72]1[CH:73]=[CH:74][CH:75]=[CH:76][CH:77]=1. The yield is 0.330.